Dataset: Full USPTO retrosynthesis dataset with 1.9M reactions from patents (1976-2016). Task: Predict the reactants needed to synthesize the given product. (1) The reactants are: OC[C@@H]([NH:10][C@H:11]([C:15]1([CH3:18])[CH2:17][CH2:16]1)[C:12]([OH:14])=[O:13])C1C=CC=CC=1.[ClH:19]. Given the product [ClH:19].[NH2:10][C@H:11]([C:15]1([CH3:18])[CH2:17][CH2:16]1)[C:12]([OH:14])=[O:13], predict the reactants needed to synthesize it. (2) The reactants are: [F:1][C:2]([F:27])([F:26])[C:3]([N:5]1[CH2:10][CH2:9][CH2:8][C@@H:7]2[C:11]3[CH:12]=[C:13](OS(C(F)(F)F)(=O)=O)[CH:14]=[CH:15][C:16]=3[CH2:17][C@H:6]12)=[O:4].[CH3:28][N:29]1[CH:33]=[C:32](B(O)O)[CH:31]=[N:30]1. Given the product [F:1][C:2]([F:27])([F:26])[C:3]([N:5]1[CH2:10][CH2:9][CH2:8][C@@H:7]2[C:11]3[CH:12]=[C:13]([C:32]4[CH:31]=[N:30][N:29]([CH3:28])[CH:33]=4)[CH:14]=[CH:15][C:16]=3[CH2:17][C@H:6]12)=[O:4], predict the reactants needed to synthesize it. (3) Given the product [Br:11][C:8]1[CH:7]=[C:3]2[C:2](=[CH:10][CH:9]=1)[N:1]=[CH:12][N:23]([C:24]1[CH:25]=[C:26]([CH:31]=[CH:32][C:33]=1[CH3:34])[C:27]([O:29][CH3:30])=[O:28])[C:4]2=[O:6], predict the reactants needed to synthesize it. The reactants are: [NH2:1][C:2]1[CH:10]=[CH:9][C:8]([Br:11])=[CH:7][C:3]=1[C:4]([OH:6])=O.[CH3:12]OC(OC)OC.C(O)(=O)C.[NH2:23][C:24]1[CH:25]=[C:26]([CH:31]=[CH:32][C:33]=1[CH3:34])[C:27]([O:29][CH3:30])=[O:28]. (4) Given the product [F:56][CH:30]([F:29])[O:31][C:32]1[CH:55]=[CH:54][C:35]([CH2:36][N:37]2[C:41](=[O:42])[N:40]([C:43]3[S:44][C:45]([C:49]([OH:51])=[O:50])=[C:46]([CH3:48])[N:47]=3)[CH:39]=[N:38]2)=[CH:34][CH:33]=1, predict the reactants needed to synthesize it. The reactants are: CC1N=C(N2C(=O)N(CC3C=CC(C(F)(F)F)=CC=3)N=C2)SC=1C(OCC)=O.[F:29][CH:30]([F:56])[O:31][C:32]1[CH:55]=[CH:54][C:35]([CH2:36][N:37]2[C:41](=[O:42])[N:40]([C:43]3[S:44][C:45]([C:49]([O:51]CC)=[O:50])=[C:46]([CH3:48])[N:47]=3)[CH:39]=[N:38]2)=[CH:34][CH:33]=1. (5) Given the product [CH3:14][C:13]([C:11]1[CH:10]=[C:9]2[C:5]([CH2:6][CH2:7][C:8]2([CH3:18])[CH3:17])=[C:4]([C:2]2[CH:1]=[CH:19][N:25]=[CH:23][N:24]=2)[CH:12]=1)([CH3:16])[CH3:15], predict the reactants needed to synthesize it. The reactants are: [CH3:1][C:2]([C:4]1[C:5]2[CH2:6][CH2:7][C:8]([CH3:18])([CH3:17])[C:9]=2[CH:10]=[C:11]([C:13]([CH3:16])([CH3:15])[CH3:14])[CH:12]=1)=O.[C:19](O)(=O)C.[CH:23]([NH2:25])=[NH:24]. (6) The reactants are: C(O[BH-](OC(=O)C)OC(=O)C)(=O)C.[Na+].[NH2:15][C:16]1[CH:25]=[CH:24][C:19]([C:20]([O:22][CH3:23])=[O:21])=[CH:18][C:17]=1[Cl:26].[C:27]1(=O)[CH2:30][CH2:29][CH2:28]1.C(O)(=O)C. Given the product [Cl:26][C:17]1[CH:18]=[C:19]([CH:24]=[CH:25][C:16]=1[NH:15][CH:27]1[CH2:30][CH2:29][CH2:28]1)[C:20]([O:22][CH3:23])=[O:21], predict the reactants needed to synthesize it. (7) Given the product [Cl:1][C:2]1[CH:3]=[C:4]([C:11]2[C:15]([C:16]([F:19])([F:18])[F:17])=[N:14][N:13]([C:20]3[N:25]=[CH:24][CH:23]=[CH:22][N:21]=3)[C:12]=2[NH:26][P:29]([O:34][CH2:35][CH3:36])([O:31][CH2:32][CH3:33])=[O:30])[CH:5]=[C:6]([C:16]([F:19])([F:18])[F:17])[CH:7]=1, predict the reactants needed to synthesize it. The reactants are: [Cl:1][C:2]1[C:7]2OCO[C:6]=2[CH:5]=[C:4]([C:11]2[C:15]([C:16]([F:19])([F:18])[F:17])=[N:14][N:13]([C:20]3[N:25]=[CH:24][CH:23]=[CH:22][N:21]=3)[C:12]=2[NH2:26])[CH:3]=1.[H-].[Na+].[P:29](Cl)([O:34][CH2:35][CH3:36])([O:31][CH2:32][CH3:33])=[O:30]. (8) Given the product [CH2:8]([C:3]1[N:2]([C:5]2[N:4]=[C:3]3[C:8]([N:9]=[C:10]([CH2:11][N:19]4[CH2:22][CH:21]([CH:23]([OH:27])[CH:24]([CH3:26])[CH3:25])[CH2:20]4)[N:2]3[CH3:1])=[C:7]([N:13]3[CH2:18][CH2:17][O:16][CH2:15][CH2:14]3)[N:6]=2)[C:10]2[CH:11]=[CH:43][CH:44]=[CH:39][C:38]=2[N:4]=1)[CH3:7], predict the reactants needed to synthesize it. The reactants are: [CH3:1][N:2]1[C:10]([CH:11]=O)=[N:9][C:8]2[C:3]1=[N:4][CH:5]=[N:6][C:7]=2[N:13]1[CH2:18][CH2:17][O:16][CH2:15][CH2:14]1.[NH:19]1[CH2:22][CH:21]([CH:23]([OH:27])[CH:24]([CH3:26])[CH3:25])[CH2:20]1.C(O[BH-](O[C:38](=O)[CH3:39])OC(=O)C)(=O)C.[Na+].Cl[CH2:43][CH2:44]Cl.